Predict the reaction yield, written as a fraction of the theoretical maximum amount of product (1.0 means a 100% yield; for example, 0.34 means a 34% yield). From a dataset of Reaction yield outcomes from USPTO patents with 853,638 reactions. (1) The reactants are [Cl:1][C:2]1[C:3]([NH:24][C:25]2[CH:34]=[CH:33][CH:32]=[CH:31][C:26]=2[O:27][CH2:28][C:29]#[N:30])=[N:4][C:5]([NH:8][C:9]2[CH:23]=[CH:22][C:12]3[CH2:13][CH2:14][N:15]([CH2:18][CH2:19][O:20][CH3:21])[CH2:16][CH2:17][C:11]=3[CH:10]=2)=[N:6][CH:7]=1.[OH-:35].[Na+]. The catalyst is O. The product is [Cl:1][C:2]1[C:3]([NH:24][C:25]2[CH:34]=[CH:33][CH:32]=[CH:31][C:26]=2[O:27][CH2:28][C:29]([NH2:30])=[O:35])=[N:4][C:5]([NH:8][C:9]2[CH:23]=[CH:22][C:12]3[CH2:13][CH2:14][N:15]([CH2:18][CH2:19][O:20][CH3:21])[CH2:16][CH2:17][C:11]=3[CH:10]=2)=[N:6][CH:7]=1. The yield is 0.190. (2) The reactants are [CH2:1]([S:7][S:8][CH2:9][C@H:10]([NH2:14])[C:11]([OH:13])=[O:12])[C@H:2]([NH2:6])[C:3]([OH:5])=[O:4].[C:15](O[C:15]([O:17][C:18]([CH3:21])([CH3:20])[CH3:19])=[O:16])([O:17][C:18]([CH3:21])([CH3:20])[CH3:19])=[O:16]. The catalyst is O1CCOCC1.[OH-].[Na+]. The product is [C:18]([O:17][C:15]([NH:6][C@H:2]([C:3]([OH:5])=[O:4])[CH2:1][S:7][S:8][CH2:9][C@H:10]([NH:14][C:15]([O:17][C:18]([CH3:21])([CH3:20])[CH3:19])=[O:16])[C:11]([OH:13])=[O:12])=[O:16])([CH3:21])([CH3:20])[CH3:19]. The yield is 0.830. (3) The reactants are [Cl-].O[NH3+:3].[C:4](=[O:7])([O-])[OH:5].[Na+].CS(C)=O.[CH3:13][C:14]1[N:15]([C:39]2[CH:44]=[CH:43][C:42]([S:45][CH3:46])=[CH:41][CH:40]=2)[C:16](=[O:38])[C:17]([CH2:23][C:24]2[CH:29]=[CH:28][C:27]([C:30]3[C:31]([C:36]#[N:37])=[CH:32][CH:33]=[CH:34][CH:35]=3)=[CH:26][CH:25]=2)=[C:18]([CH2:20][CH2:21][CH3:22])[N:19]=1. The catalyst is O.C(OCC)(=O)C. The product is [CH3:13][C:14]1[N:15]([C:39]2[CH:44]=[CH:43][C:42]([S:45][CH3:46])=[CH:41][CH:40]=2)[C:16](=[O:38])[C:17]([CH2:23][C:24]2[CH:25]=[CH:26][C:27]([C:30]3[CH:35]=[CH:34][CH:33]=[CH:32][C:31]=3[C:36]3[NH:3][C:4](=[O:7])[O:5][N:37]=3)=[CH:28][CH:29]=2)=[C:18]([CH2:20][CH2:21][CH3:22])[N:19]=1. The yield is 0.640. (4) The product is [C:1]([NH:5][C:6]([C:8]1[CH:12]=[C:11]([C:13]2[CH:18]=[CH:17][CH:16]=[CH:15][N:14]=2)[N:10]([C:19]2[S:20][C:21]([O:30][CH3:31])=[N:22][N:23]=2)[N:9]=1)=[O:28])([CH3:4])([CH3:2])[CH3:3]. The catalyst is CO.O1CCCC1. The reactants are [C:1]([NH:5][C:6]([C:8]1[CH:12]=[C:11]([C:13]2[CH:18]=[CH:17][CH:16]=[CH:15][N:14]=2)[N:10]([C:19]2[S:20][C:21](S(CC)=O)=[N:22][N:23]=2)[N:9]=1)=O)([CH3:4])([CH3:3])[CH3:2].[OH-:28].[Na+].[OH2:30].[CH:31](Cl)(Cl)Cl. The yield is 0.500.